Dataset: Retrosynthesis with 50K atom-mapped reactions and 10 reaction types from USPTO. Task: Predict the reactants needed to synthesize the given product. (1) Given the product CN(Cc1cc(-c2cccnc2F)c(S(=O)(=O)c2cccc(F)c2)s1)C(=O)OC(C)(C)C, predict the reactants needed to synthesize it. The reactants are: CN(Cc1cc(Br)c(S(=O)(=O)c2cccc(F)c2)s1)C(=O)OC(C)(C)C.OB(O)c1cccnc1F. (2) Given the product CCc1cc(OC)cc2nc(-c3cccnc3N3CCC(N4CCS(=O)(=O)CC4)C3)oc(=O)c12, predict the reactants needed to synthesize it. The reactants are: CCc1cc(OC)cc2nc(-c3cccnc3F)oc(=O)c12.O=S1(=O)CCN([C@@H]2CCNC2)CC1. (3) Given the product Cc1ccc(Oc2ccc(Nc3ncnc4cccc(O[C@@H](C)C(=O)NCCO)c34)cc2C)cn1, predict the reactants needed to synthesize it. The reactants are: Cc1ccc(Oc2ccc(Nc3ncnc4cccc(O[C@@H](C)C(=O)O)c34)cc2C)cn1.NCCO. (4) Given the product COC(=O)c1csc(-c2cc(C(F)(F)F)nn2C2CCCCO2)n1, predict the reactants needed to synthesize it. The reactants are: CCCC[Sn](CCCC)(CCCC)c1cc(C(F)(F)F)nn1C1CCCCO1.COC(=O)c1csc(Br)n1.